Dataset: Reaction yield outcomes from USPTO patents with 853,638 reactions. Task: Predict the reaction yield, written as a fraction of the theoretical maximum amount of product (1.0 means a 100% yield; for example, 0.34 means a 34% yield). The reactants are [CH3:1][N:2]([CH3:27])[C:3]([C:5]1[C:15]([CH2:16][CH2:17][C@@H:18](O)[C:19]2[CH:24]=[CH:23][CH:22]=[CH:21][CH:20]=2)=[C:14]([OH:26])[C:8]2[N:9]=[C:10]([CH3:13])[N:11]([CH3:12])[C:7]=2[CH:6]=1)=[O:4].CC(OC(/N=N/C(OC(C)C)=O)=O)C.C1(P(C2C=CC=CC=2)C2C=CC=CC=2)C=CC=CC=1.[Cl-].[NH4+]. The catalyst is O1CCCC1. The product is [CH3:1][N:2]([CH3:27])[C:3]([C:5]1[C:15]2[CH2:16][CH2:17][C@@H:18]([C:19]3[CH:24]=[CH:23][CH:22]=[CH:21][CH:20]=3)[O:26][C:14]=2[C:8]2[N:9]=[C:10]([CH3:13])[N:11]([CH3:12])[C:7]=2[CH:6]=1)=[O:4]. The yield is 0.420.